This data is from Forward reaction prediction with 1.9M reactions from USPTO patents (1976-2016). The task is: Predict the product of the given reaction. (1) The product is: [CH2:13]([O:12][C:5]1[C:6]2[CH2:7][CH2:8][CH2:9][CH2:10][C:11]=2[C:2]([B:25]([OH:29])[OH:26])=[CH:3][CH:4]=1)[C:14]1[CH:19]=[CH:18][CH:17]=[CH:16][CH:15]=1. Given the reactants Br[C:2]1[C:11]2[C:6](=[CH:7][CH:8]=[CH:9][CH:10]=2)[C:5]([O:12][CH2:13][C:14]2[CH:19]=[CH:18][CH:17]=[CH:16][CH:15]=2)=[CH:4][CH:3]=1.C([Li])CCC.[B:25](OCC)([O:29]CC)[O:26]CC, predict the reaction product. (2) Given the reactants [Cl:1][C:2]1[CH:7]=[CH:6][C:5]([S:8]([C:11]2([C:23]3[CH:28]=[C:27]([F:29])[CH:26]=[CH:25][C:24]=3[F:30])[CH2:16][CH2:15][CH:14]([CH2:17][CH2:18][S:19](Cl)(=[O:21])=[O:20])[CH2:13][CH2:12]2)(=[O:10])=[O:9])=[CH:4][CH:3]=1.[C:31]([NH2:35])([CH3:34])([CH3:33])[CH3:32], predict the reaction product. The product is: [C:31]([NH:35][S:19]([CH2:18][CH2:17][CH:14]1[CH2:15][CH2:16][C:11]([S:8]([C:5]2[CH:6]=[CH:7][C:2]([Cl:1])=[CH:3][CH:4]=2)(=[O:10])=[O:9])([C:23]2[CH:28]=[C:27]([F:29])[CH:26]=[CH:25][C:24]=2[F:30])[CH2:12][CH2:13]1)(=[O:21])=[O:20])([CH3:34])([CH3:33])[CH3:32]. (3) Given the reactants ClC1C=C(C=C(Cl)C=1N)CN.[Cl:12][C:13]1[CH:14]=[C:15]([CH:25]=[CH:26][C:27]=1[N:28]1[CH2:33][CH2:32][N:31]([CH3:34])[CH2:30][CH2:29]1)[CH2:16][NH:17]C(=O)OC(C)(C)C.C(O)(C(F)(F)F)=O, predict the reaction product. The product is: [Cl:12][C:13]1[CH:14]=[C:15]([CH2:16][NH2:17])[CH:25]=[CH:26][C:27]=1[N:28]1[CH2:29][CH2:30][N:31]([CH3:34])[CH2:32][CH2:33]1. (4) Given the reactants [CH3:1][C:2]1[N:7]=[N:6][C:5]([C:8]2[CH:15]=[CH:14][C:11]([C:12]#[N:13])=[CH:10][CH:9]=2)=[CH:4][CH:3]=1.[H][H].ClCCl.C(O)C, predict the reaction product. The product is: [CH3:1][C:2]1[N:7]=[N:6][C:5]([C:8]2[CH:15]=[CH:14][C:11]([CH2:12][NH2:13])=[CH:10][CH:9]=2)=[CH:4][CH:3]=1. (5) The product is: [ClH:3].[Cl:3][C:5]([C:8]1[C:16]2[C:11](=[CH:12][CH:13]=[CH:14][CH:15]=2)[N:10]([C:17]2[C:26]3[C:21](=[CH:22][CH:23]=[C:24]([C:27]([F:30])([F:29])[F:28])[CH:25]=3)[N:20]=[CH:19][CH:18]=2)[CH:9]=1)=[O:6]. Given the reactants S(Cl)([Cl:3])=O.[C:5]([C:8]1[C:16]2[C:11](=[CH:12][CH:13]=[CH:14][CH:15]=2)[N:10]([C:17]2[C:26]3[C:21](=[CH:22][CH:23]=[C:24]([C:27]([F:30])([F:29])[F:28])[CH:25]=3)[N:20]=[CH:19][CH:18]=2)[CH:9]=1)(O)=[O:6], predict the reaction product. (6) The product is: [NH2:1][C:2]1[CH:3]=[C:4]([CH:9]=[CH:10][C:11]=1[CH3:12])[C:5]([NH:14][NH2:15])=[O:6]. Given the reactants [NH2:1][C:2]1[CH:3]=[C:4]([CH:9]=[CH:10][C:11]=1[CH3:12])[C:5](OC)=[O:6].O.[NH2:14][NH2:15], predict the reaction product. (7) Given the reactants [C:1]([N:5]([C:20](=[O:29])[C:21]1[CH:26]=[C:25]([CH3:27])[CH:24]=[C:23]([CH3:28])[CH:22]=1)[NH:6][C:7]([C:9]1[CH:10]=[CH:11][C:12]([CH:18]=[O:19])=[C:13]([B:15](O)[OH:16])[CH:14]=1)=[O:8])([CH3:4])([CH3:3])[CH3:2].C[Si](C)(C)[C:32]#[N:33], predict the reaction product. The product is: [C:1]([N:5]([C:20](=[O:29])[C:21]1[CH:26]=[C:25]([CH3:27])[CH:24]=[C:23]([CH3:28])[CH:22]=1)[NH:6][C:7]([C:9]1[CH:10]=[CH:11][C:12]2[CH:18]([C:32]#[N:33])[O:19][B:15]([OH:16])[C:13]=2[CH:14]=1)=[O:8])([CH3:2])([CH3:3])[CH3:4]. (8) Given the reactants [CH3:1][O:2][C:3]([C:5]1[NH:6][C:7](Br)=[CH:8][CH:9]=1)=[O:4].C1([As](C2C=CC=CC=2)C2C=CC=CC=2)C=CC=CC=1.C[Sn](C)(C)[C:32]1[C:41]2[C:36](=[CH:37][CH:38]=[CH:39][CH:40]=2)[CH:35]=[N:34][CH:33]=1, predict the reaction product. The product is: [CH3:1][O:2][C:3]([C:5]1[NH:6][C:7]([C:32]2[C:41]3[C:36](=[CH:37][CH:38]=[CH:39][CH:40]=3)[CH:35]=[N:34][CH:33]=2)=[CH:8][CH:9]=1)=[O:4].